Dataset: Catalyst prediction with 721,799 reactions and 888 catalyst types from USPTO. Task: Predict which catalyst facilitates the given reaction. (1) Reactant: [CH3:1][C:2]1[CH:3]=[C:4]([NH2:9])[CH:5]=[C:6]([CH3:8])[CH:7]=1.[Li]CCCC.B(OC)(OC)OC.[Br:22]Br. Product: [Br:22][C:7]1[C:6]([CH3:8])=[CH:5][C:4]([NH2:9])=[CH:3][C:2]=1[CH3:1]. The catalyst class is: 1. (2) Reactant: [Br:1][C:2]1[CH:7]=[CH:6][C:5]([N+:8]([O-:10])=[O:9])=[C:4](F)[CH:3]=1.C(N(CC)CC)C.[CH3:19][CH:20]([CH3:23])[CH2:21][NH2:22].CC(N(C)C)=O. Product: [Br:1][C:2]1[CH:7]=[CH:6][C:5]([N+:8]([O-:10])=[O:9])=[C:4]([CH:3]=1)[NH:22][CH2:21][CH:20]([CH3:23])[CH3:19]. The catalyst class is: 6.